Dataset: Full USPTO retrosynthesis dataset with 1.9M reactions from patents (1976-2016). Task: Predict the reactants needed to synthesize the given product. (1) The reactants are: [C:1]([O:5][C:6]([N:8]1[CH2:13][CH2:12][N:11]([C:14]([O:16][C:17]([CH3:20])([CH3:19])[CH3:18])=[O:15])[CH2:10][C@@H:9]1[CH:21](O)[C:22]1[CH:27]=[CH:26][CH:25]=[CH:24][CH:23]=1)=[O:7])([CH3:4])([CH3:3])[CH3:2].C(N(S(F)(F)[F:35])CC)C. Given the product [C:1]([O:5][C:6]([N:8]1[CH2:13][CH2:12][N:11]([C:14]([O:16][C:17]([CH3:20])([CH3:19])[CH3:18])=[O:15])[CH2:10][C@@H:9]1[CH:21]([F:35])[C:22]1[CH:27]=[CH:26][CH:25]=[CH:24][CH:23]=1)=[O:7])([CH3:4])([CH3:3])[CH3:2], predict the reactants needed to synthesize it. (2) Given the product [CH:12]([N:15]([CH2:16][C:17]1[O:21][N:20]=[C:19]([C:22]2[CH:27]=[CH:26][CH:25]=[CH:24][CH:23]=2)[N:18]=1)[C:9](=[O:10])[CH2:8][O:1][C:2]1[CH:7]=[CH:6][CH:5]=[CH:4][CH:3]=1)([CH3:14])[CH3:13], predict the reactants needed to synthesize it. The reactants are: [O:1]([CH2:8][C:9](Cl)=[O:10])[C:2]1[CH:7]=[CH:6][CH:5]=[CH:4][CH:3]=1.[CH:12]([NH:15][CH2:16][C:17]1[O:21][N:20]=[C:19]([C:22]2[CH:27]=[CH:26][CH:25]=[CH:24][CH:23]=2)[N:18]=1)([CH3:14])[CH3:13].C(N(CC)CC)C. (3) Given the product [C:10]([C:2]1[CH:9]=[CH:8][C:5]([CH:6]=[O:7])=[CH:4][CH:3]=1)#[C:11][CH2:12][CH2:13][CH2:14][CH2:15][CH2:16][CH3:17], predict the reactants needed to synthesize it. The reactants are: Br[C:2]1[CH:9]=[CH:8][C:5]([CH:6]=[O:7])=[CH:4][CH:3]=1.[CH:10]#[C:11][CH2:12][CH2:13][CH2:14][CH2:15][CH2:16][CH3:17]. (4) Given the product [F:1][C:2]1[CH:7]=[CH:6][C:5]([C:8]2[N:9]=[C:10]3[C:15](=[N:16][CH:17]=2)[N:14]=[C:13]([S:18][CH3:21])[N:12]=[C:11]3[OH:19])=[CH:4][CH:3]=1, predict the reactants needed to synthesize it. The reactants are: [F:1][C:2]1[CH:7]=[CH:6][C:5]([C:8]2[N:9]=[C:10]3[C:15](=[N:16][CH:17]=2)[N:14]=[C:13]([SH:18])[N:12]=[C:11]3[OH:19])=[CH:4][CH:3]=1.I[CH3:21].O. (5) Given the product [OH:26][C:23]([CH3:24])([CH3:22])[CH2:8][CH2:9][CH2:10][N:11]1[CH2:16][CH2:15][C:14]2[C:17]([C:28]([F:31])([F:29])[F:30])=[N:18][N:19]([C:20]3[CH:21]=[CH:22][C:23]([O:26][CH3:27])=[CH:24][CH:25]=3)[C:13]=2[C:12]1=[O:32], predict the reactants needed to synthesize it. The reactants are: C[Mg]Br.C(OC(=O)[CH2:8][CH2:9][CH2:10][N:11]1[CH2:16][CH2:15][C:14]2[C:17]([C:28]([F:31])([F:30])[F:29])=[N:18][N:19]([C:20]3[CH:25]=[CH:24][C:23]([O:26][CH3:27])=[CH:22][CH:21]=3)[C:13]=2[C:12]1=[O:32])C. (6) Given the product [CH2:26]1[C:25]2[C:30](=[CH:39][CH:40]=[CH:41][CH:36]=2)[CH2:29][CH2:28][N:27]1[C:14](=[O:16])[CH2:13][N:10]1[CH2:11][CH2:12][CH:8]([C:5]2[CH:4]=[CH:3][C:2]([F:1])=[CH:7][CH:6]=2)[C:9]1=[O:17], predict the reactants needed to synthesize it. The reactants are: [F:1][C:2]1[CH:7]=[CH:6][C:5]([CH:8]2[CH2:12][CH2:11][N:10]([CH2:13][C:14]([OH:16])=O)[C:9]2=[O:17])=[CH:4][CH:3]=1.FC1C=CC([C:25]2([C:36]3[CH:41]=[CH:40][C:39](F)=CC=3)[CH2:30][CH2:29][CH2:28][N:27](CC(O)=O)[C:26]2=O)=CC=1.C1C2C(=CC=CC=2)CCN1.C1(C2(C3C=CC=CC=3)CCNC2)C=CC=CC=1. (7) Given the product [Br:1][C:2]1[CH:10]=[C:9]2[C:5]([CH:6]=[C:7]([C:11]([N:13]3[CH2:18][CH2:17][O:16][CH2:15][CH2:14]3)=[O:12])[N:8]2[C:34]2[CH:33]=[CH:32][N:31]=[C:30]([Cl:29])[CH:35]=2)=[CH:4][C:3]=1[O:19][CH:20]1[CH2:21][CH2:22][N:23]([CH:26]([CH3:28])[CH3:27])[CH2:24][CH2:25]1, predict the reactants needed to synthesize it. The reactants are: [Br:1][C:2]1[CH:10]=[C:9]2[C:5]([CH:6]=[C:7]([C:11]([N:13]3[CH2:18][CH2:17][O:16][CH2:15][CH2:14]3)=[O:12])[NH:8]2)=[CH:4][C:3]=1[O:19][CH:20]1[CH2:25][CH2:24][N:23]([CH:26]([CH3:28])[CH3:27])[CH2:22][CH2:21]1.[Cl:29][C:30]1[CH:35]=[C:34](B(O)O)[CH:33]=[CH:32][N:31]=1. (8) Given the product [NH:8]1[CH2:9][CH:10]([N:12]2[CH2:17][CH2:16][N:15]3[C:18](=[O:22])[CH2:19][CH2:20][CH2:21][CH:14]3[CH2:13]2)[CH2:11]1, predict the reactants needed to synthesize it. The reactants are: C1(C(C2C=CC=CC=2)[N:8]2[CH2:11][CH:10]([N:12]3[CH2:17][CH2:16][N:15]4[C:18](=[O:22])[CH2:19][CH2:20][CH2:21][CH:14]4[CH2:13]3)[CH2:9]2)C=CC=CC=1.C([O-])=O.[NH4+]. (9) Given the product [O:6]1[C:7]2([CH2:12][CH2:11][CH:10]([C:13]3[C:21]4[C:16](=[CH:17][CH:18]=[C:19]([C:22]#[N:23])[CH:20]=4)[N:15]([CH2:24][CH3:25])[CH:14]=3)[CH2:9][CH2:8]2)[O:3][CH2:4][CH2:5]1, predict the reactants needed to synthesize it. The reactants are: [H-].[Na+].[O:3]1[C:7]2([CH2:12][CH2:11][CH:10]([C:13]3[C:21]4[C:16](=[CH:17][CH:18]=[C:19]([C:22]#[N:23])[CH:20]=4)[NH:15][CH:14]=3)[CH2:9][CH2:8]2)[O:6][CH2:5][CH2:4]1.[CH2:24](Br)[CH3:25].